This data is from NCI-60 drug combinations with 297,098 pairs across 59 cell lines. The task is: Regression. Given two drug SMILES strings and cell line genomic features, predict the synergy score measuring deviation from expected non-interaction effect. (1) Drug 1: CCC1=C2CN3C(=CC4=C(C3=O)COC(=O)C4(CC)O)C2=NC5=C1C=C(C=C5)O. Drug 2: CC12CCC3C(C1CCC2OP(=O)(O)O)CCC4=C3C=CC(=C4)OC(=O)N(CCCl)CCCl.[Na+]. Cell line: SN12C. Synergy scores: CSS=49.7, Synergy_ZIP=-0.168, Synergy_Bliss=1.48, Synergy_Loewe=-17.5, Synergy_HSA=2.27. (2) Drug 2: CC1=CC=C(C=C1)C2=CC(=NN2C3=CC=C(C=C3)S(=O)(=O)N)C(F)(F)F. Drug 1: CNC(=O)C1=CC=CC=C1SC2=CC3=C(C=C2)C(=NN3)C=CC4=CC=CC=N4. Cell line: T-47D. Synergy scores: CSS=5.53, Synergy_ZIP=-1.45, Synergy_Bliss=0.958, Synergy_Loewe=0.207, Synergy_HSA=0.439.